From a dataset of Reaction yield outcomes from USPTO patents with 853,638 reactions. Predict the reaction yield, written as a fraction of the theoretical maximum amount of product (1.0 means a 100% yield; for example, 0.34 means a 34% yield). (1) The reactants are [C:1]12[CH:13]=[CH:12][CH:11]=[CH:10][C:9]=1[S:8][C:7]1[C:2]2=[C:3](O)[N:4]=[CH:5][N:6]=1.O=P(Cl)(Cl)[Cl:17]. The catalyst is O1CCOCC1. The product is [Cl:17][C:3]1[N:4]=[CH:5][N:6]=[C:7]2[C:2]=1[C:1]1[CH:13]=[CH:12][CH:11]=[CH:10][C:9]=1[S:8]2. The yield is 0.410. (2) The reactants are [BH4-].[Na+].[F:3][C:4]1[CH:9]=[C:8]([N+:10]([O-])=O)[CH:7]=[C:6]([F:13])[C:5]=1[N:14]1[CH2:19][CH2:18][S:17][CH2:16][CH2:15]1. The catalyst is CO.C(OCC)(=O)C. The product is [F:13][C:6]1[CH:7]=[C:8]([NH2:10])[CH:9]=[C:4]([F:3])[C:5]=1[N:14]1[CH2:15][CH2:16][S:17][CH2:18][CH2:19]1. The yield is 0.700. (3) The reactants are [Cl:1][C:2]1[C:3]([F:21])=[C:4]([CH:18]=[CH:19][CH:20]=1)[CH2:5][C:6]1[C:7]([F:17])=[N:8][C:9]([F:16])=[C:10]([CH:15]=1)[C:11]([O:13]C)=[O:12].[Li+].[OH-]. The catalyst is C1COCC1. The product is [Cl:1][C:2]1[C:3]([F:21])=[C:4]([CH:18]=[CH:19][CH:20]=1)[CH2:5][C:6]1[C:7]([F:17])=[N:8][C:9]([F:16])=[C:10]([CH:15]=1)[C:11]([OH:13])=[O:12]. The yield is 1.00.